From a dataset of Full USPTO retrosynthesis dataset with 1.9M reactions from patents (1976-2016). Predict the reactants needed to synthesize the given product. (1) Given the product [F:21][C:20]1[C:15]([O:1][C@@H:2]2[CH2:6][CH2:5][N:4]([C:7]([O:9][C:10]([CH3:13])([CH3:12])[CH3:11])=[O:8])[CH2:3]2)=[N:16][CH:17]=[C:18]([F:22])[CH:19]=1, predict the reactants needed to synthesize it. The reactants are: [OH:1][C@@H:2]1[CH2:6][CH2:5][N:4]([C:7]([O:9][C:10]([CH3:13])([CH3:12])[CH3:11])=[O:8])[CH2:3]1.F[C:15]1[C:20]([F:21])=[CH:19][C:18]([F:22])=[CH:17][N:16]=1.[H-].[Na+]. (2) Given the product [C:1]([O:5][C:6](=[O:20])[NH:7][C:8]1[CH:13]=[CH:12][C:11]([C:14]2[O:15][CH:16]=[CH:17][CH:18]=2)=[CH:10][C:9]=1[NH:19][C:24](=[O:23])[CH2:25][C:26]([C:28]1[CH:35]=[CH:34][CH:33]=[C:30]([C:31]#[N:32])[CH:29]=1)=[O:27])([CH3:4])([CH3:2])[CH3:3], predict the reactants needed to synthesize it. The reactants are: [C:1]([O:5][C:6](=[O:20])[NH:7][C:8]1[CH:13]=[CH:12][C:11]([C:14]2[O:15][CH:16]=[CH:17][CH:18]=2)=[CH:10][C:9]=1[NH2:19])([CH3:4])([CH3:3])[CH3:2].CC1(C)[O:27][C:26]([C:28]2[CH:29]=[C:30]([CH:33]=[CH:34][CH:35]=2)[C:31]#[N:32])=[CH:25][C:24](=O)[O:23]1. (3) Given the product [C:1]1([N:7]([C:34]2[CH:39]=[CH:38][CH:37]=[CH:36][CH:35]=2)[C:8]2[CH:9]=[CH:10][C:11]([CH:14]=[CH:15][C:16]3[CH:21]=[CH:20][C:19]([CH:22]=[CH:23][C:24]4[CH:25]=[CH:26][C:27]([NH2:30])=[CH:28][CH:29]=4)=[CH:18][CH:17]=3)=[CH:12][CH:13]=2)[CH:6]=[CH:5][CH:4]=[CH:3][CH:2]=1, predict the reactants needed to synthesize it. The reactants are: [C:1]1([N:7]([C:34]2[CH:39]=[CH:38][CH:37]=[CH:36][CH:35]=2)[C:8]2[CH:13]=[CH:12][C:11]([CH:14]=[CH:15][C:16]3[CH:21]=[CH:20][C:19]([CH:22]=[CH:23][C:24]4[CH:29]=[CH:28][C:27]([NH:30]C(=O)C)=[CH:26][CH:25]=4)=[CH:18][CH:17]=3)=[CH:10][CH:9]=2)[CH:6]=[CH:5][CH:4]=[CH:3][CH:2]=1.[OH-].[K+]. (4) Given the product [Cl:11][C:4]1[C:3]([CH2:2][N:20]([C:15]2[CH:16]=[CH:17][CH:18]=[CH:19][C:14]=2[CH:12]=[CH2:13])[C:21](=[O:23])[CH3:22])=[CH:8][C:7]([F:9])=[C:6]([Cl:10])[N:5]=1, predict the reactants needed to synthesize it. The reactants are: Br[CH2:2][C:3]1[C:4]([Cl:11])=[N:5][C:6]([Cl:10])=[C:7]([F:9])[CH:8]=1.[CH:12]([C:14]1[CH:19]=[CH:18][CH:17]=[CH:16][C:15]=1[NH:20][C:21](=[O:23])[CH3:22])=[CH2:13].[H-].[Na+].O. (5) Given the product [O:32]=[C:15]1[C:16]2[C:21](=[N:20][CH:19]=[C:18]([C:24]#[C:25][CH2:26][N:27]3[CH:31]=[N:30][CH:29]=[N:28]3)[N:17]=2)[CH:22]=[N:23][N:14]1[CH2:13][C:10]1[CH:11]=[CH:12][C:7]([C:6]([OH:33])=[O:5])=[CH:8][CH:9]=1, predict the reactants needed to synthesize it. The reactants are: C([O:5][C:6](=[O:33])[C:7]1[CH:12]=[CH:11][C:10]([CH2:13][N:14]2[N:23]=[CH:22][C:21]3[C:16](=[N:17][C:18]([C:24]#[C:25][CH2:26][N:27]4[CH:31]=[N:30][CH:29]=[N:28]4)=[CH:19][N:20]=3)[C:15]2=[O:32])=[CH:9][CH:8]=1)(C)(C)C.